Regression. Given a peptide amino acid sequence and an MHC pseudo amino acid sequence, predict their binding affinity value. This is MHC class II binding data. From a dataset of Peptide-MHC class II binding affinity with 134,281 pairs from IEDB. (1) The peptide sequence is AGKATTEEQKLIEKI. The MHC is HLA-DQA10401-DQB10402 with pseudo-sequence HLA-DQA10401-DQB10402. The binding affinity (normalized) is 0.160. (2) The peptide sequence is SHDVLTVQFLILGML. The MHC is H-2-IAd with pseudo-sequence H-2-IAd. The binding affinity (normalized) is 0.0475. (3) The peptide sequence is VALTLTSYLGLTQPF. The MHC is HLA-DQA10201-DQB10402 with pseudo-sequence HLA-DQA10201-DQB10402. The binding affinity (normalized) is 0.351. (4) The peptide sequence is NYNCKILPNTLVLDF. The MHC is HLA-DQA10301-DQB10302 with pseudo-sequence HLA-DQA10301-DQB10302. The binding affinity (normalized) is 0.214.